From a dataset of Full USPTO retrosynthesis dataset with 1.9M reactions from patents (1976-2016). Predict the reactants needed to synthesize the given product. (1) Given the product [Cl:34][C:17]1[C:18]([C:22]([NH:24][CH2:25][CH2:26][C:27]2[CH:32]=[CH:31][CH:30]=[CH:29][C:28]=2[F:33])=[O:23])=[C:19]2[C:14](=[CH:15][CH:16]=1)[N:13]=[C:12]([N:9]1[CH2:10][CH2:11][CH:6]([C:4]([OH:5])=[O:3])[CH2:7][CH2:8]1)[CH:21]=[CH:20]2, predict the reactants needed to synthesize it. The reactants are: C([O:3][C:4]([CH:6]1[CH2:11][CH2:10][N:9]([C:12]2[CH:21]=[CH:20][C:19]3[C:14](=[CH:15][CH:16]=[C:17]([Cl:34])[C:18]=3[C:22]([NH:24][CH2:25][CH2:26][C:27]3[CH:32]=[CH:31][CH:30]=[CH:29][C:28]=3[F:33])=[O:23])[N:13]=2)[CH2:8][CH2:7]1)=[O:5])C.Cl. (2) The reactants are: [CH2:1]([N:3]([CH2:11][CH2:12][CH:13]([CH3:15])[CH3:14])C(=O)OC(C)(C)C)[CH3:2].[ClH:16]. Given the product [ClH:16].[CH2:1]([NH:3][CH2:11][CH2:12][CH:13]([CH3:15])[CH3:14])[CH3:2], predict the reactants needed to synthesize it. (3) Given the product [Si:29]([O:1][CH2:2][C@:3]1([C:17]([O:19][C:20]([CH3:22])([CH3:21])[CH3:23])=[O:18])[CH2:7][C:6](=[O:8])[N:5]([C@@H:9]([C:11]2[CH:12]=[CH:13][CH:14]=[CH:15][CH:16]=2)[CH3:10])[CH2:4]1)([C:32]([CH3:35])([CH3:34])[CH3:33])([CH3:31])[CH3:30], predict the reactants needed to synthesize it. The reactants are: [OH:1][CH2:2][C@:3]1([C:17]([O:19][C:20]([CH3:23])([CH3:22])[CH3:21])=[O:18])[CH2:7][C:6](=[O:8])[N:5]([C@@H:9]([C:11]2[CH:16]=[CH:15][CH:14]=[CH:13][CH:12]=2)[CH3:10])[CH2:4]1.N1C=CN=C1.[Si:29](Cl)([C:32]([CH3:35])([CH3:34])[CH3:33])([CH3:31])[CH3:30].[Cl-].[NH4+].